Dataset: HIV replication inhibition screening data with 41,000+ compounds from the AIDS Antiviral Screen. Task: Binary Classification. Given a drug SMILES string, predict its activity (active/inactive) in a high-throughput screening assay against a specified biological target. (1) The drug is CC(=NN(C)C)C(CN1CCCCC1)C(c1ccccc1)c1c(O)c2ccccc2oc1=O.Cl. The result is 0 (inactive). (2) The drug is CCN1C(=O)C(=O)OC1=C(c1ccccc1)c1ccccc1. The result is 0 (inactive). (3) The compound is Cl.O=C(NCCCN1CCCCCC1)C(c1ccccc1)C1CCCCC1. The result is 0 (inactive). (4) The compound is O=C1NC(=O)C2C1N(Cc1ccccc1)C(=O)N2Cc1ccccc1. The result is 0 (inactive).